This data is from Reaction yield outcomes from USPTO patents with 853,638 reactions. The task is: Predict the reaction yield, written as a fraction of the theoretical maximum amount of product (1.0 means a 100% yield; for example, 0.34 means a 34% yield). (1) The reactants are [Br:1][CH2:2][C:3]([C:5]1[C:6](=[O:16])[O:7][C:8]2[C:13]([CH:14]=1)=[CH:12][CH:11]=[C:10]([F:15])[CH:9]=2)=O.[Cl:17][C:18]1[N:19]=[C:20]([CH3:25])[C:21]([NH2:24])=[N:22][CH:23]=1. The catalyst is CC#N. The product is [BrH:1].[Cl:17][C:18]1[N:19]=[C:20]([CH3:25])[C:21]2[N:22]([CH:2]=[C:3]([C:5]3[C:6](=[O:16])[O:7][C:8]4[C:13]([CH:14]=3)=[CH:12][CH:11]=[C:10]([F:15])[CH:9]=4)[N:24]=2)[CH:23]=1. The yield is 0.670. (2) The reactants are [C:1]([C:3]1[CH:8]=[CH:7][C:6]([C:9]2([O:12][CH:13]([CH3:15])[CH3:14])[CH2:11][CH2:10]2)=[CH:5][CH:4]=1)#[CH:2].[CH3:16][O:17][C:18](=[O:27])[CH2:19][C:20]1[CH:25]=[CH:24][C:23](I)=[CH:22][CH:21]=1. The catalyst is C(N(CC)CC)C.[Cu]I.Cl[Pd](Cl)([P](C1C=CC=CC=1)(C1C=CC=CC=1)C1C=CC=CC=1)[P](C1C=CC=CC=1)(C1C=CC=CC=1)C1C=CC=CC=1. The product is [CH:13]([O:12][C:9]1([C:6]2[CH:7]=[CH:8][C:3]([C:1]#[C:2][C:23]3[CH:24]=[CH:25][C:20]([CH2:19][C:18]([O:17][CH3:16])=[O:27])=[CH:21][CH:22]=3)=[CH:4][CH:5]=2)[CH2:10][CH2:11]1)([CH3:15])[CH3:14]. The yield is 0.700. (3) The reactants are [OH-:1].[K+].[F:3][C:4]([F:38])([F:37])[C:5]1[CH:36]=[CH:35][C:8]([O:9][C@@H:10]2[CH2:14][CH2:13][N:12]([C:15]([CH3:34])([CH3:33])[CH2:16][CH2:17][C:18]([C:27]3[CH:32]=[CH:31][CH:30]=[CH:29][CH:28]=3)([C:21]3[CH:26]=[CH:25][CH:24]=[CH:23][CH:22]=3)[C:19]#[N:20])[CH2:11]2)=[CH:7][CH:6]=1. The catalyst is CC(O)(CC)CC. The product is [F:38][C:4]([F:37])([F:3])[C:5]1[CH:6]=[CH:7][C:8]([O:9][C@@H:10]2[CH2:14][CH2:13][N:12]([C:15]([CH3:34])([CH3:33])[CH2:16][CH2:17][C:18]([C:21]3[CH:26]=[CH:25][CH:24]=[CH:23][CH:22]=3)([C:27]3[CH:28]=[CH:29][CH:30]=[CH:31][CH:32]=3)[C:19]([NH2:20])=[O:1])[CH2:11]2)=[CH:35][CH:36]=1. The yield is 0.680. (4) The reactants are I[C:2]1[C:10]2[C:9]([NH:11][CH3:12])=[N:8][CH:7]=[N:6][C:5]=2[N:4]([C@@H:13]2[O:19][C@H:18]([CH2:20][OH:21])[C@@H:16]([OH:17])[C@H:14]2[OH:15])[CH:3]=1.[O:22]1[CH:26]=[CH:25][CH:24]=[C:23]1B(O)O.C([O-])([O-])=O.[Na+].[Na+].C1C=C(S([O-])(=O)=O)C=C(P(C2C=CC=C(S([O-])(=O)=O)C=2)C2C=CC=C(S([O-])(=O)=O)C=2)C=1.[Na+].[Na+].[Na+].Cl. The catalyst is O.CC#N.CC([O-])=O.CC([O-])=O.[Pd+2]. The product is [O:22]1[CH:26]=[CH:25][CH:24]=[C:23]1[C:2]1[C:10]2[C:9]([NH:11][CH3:12])=[N:8][CH:7]=[N:6][C:5]=2[N:4]([C@@H:13]2[O:19][C@H:18]([CH2:20][OH:21])[C@@H:16]([OH:17])[C@H:14]2[OH:15])[CH:3]=1. The yield is 0.860. (5) The reactants are [NH2:1][C@H:2]([CH2:6][CH:7]=[CH2:8])[C:3]([OH:5])=[O:4].S(Cl)([Cl:11])=O.[CH3:13]O. No catalyst specified. The product is [ClH:11].[NH2:1][C@H:2]([CH2:6][CH:7]=[CH2:8])[C:3]([O:5][CH3:13])=[O:4]. The yield is 1.00. (6) The yield is 0.800. The reactants are [NH2:1][CH:2]1[CH2:7][CH2:6][N:5]([C:8]([O:10][C:11]([CH3:14])([CH3:13])[CH3:12])=[O:9])[CH2:4][CH2:3]1.ClC(Cl)(O[C:19](=[O:25])OC(Cl)(Cl)Cl)Cl.[F:27][C:28]1[CH:29]=[C:30]([C:34]2[C:42]([C:43]([NH2:45])=[O:44])=[C:37]3[CH2:38][NH:39][CH2:40][CH2:41][N:36]3[N:35]=2)[CH:31]=[CH:32][CH:33]=1. The product is [C:43]([C:42]1[C:34]([C:30]2[CH:31]=[CH:32][CH:33]=[C:28]([F:27])[CH:29]=2)=[N:35][N:36]2[CH2:41][CH2:40][N:39]([C:19]([NH:1][CH:2]3[CH2:3][CH2:4][N:5]([C:8]([O:10][C:11]([CH3:14])([CH3:13])[CH3:12])=[O:9])[CH2:6][CH2:7]3)=[O:25])[CH2:38][C:37]=12)(=[O:44])[NH2:45]. The catalyst is C1COCC1. (7) The reactants are Br[C:2]1[CH:14]=[CH:13][C:12]2[C:11]3[C:6](=[CH:7][CH:8]=[CH:9][CH:10]=3)[N:5]([C:15]3[CH:20]=[CH:19][CH:18]=[CH:17][N:16]=3)[C:4]=2[CH:3]=1.CNC1CCCCC1NC.[I-:31].[Na+].O1CCOCC1. The catalyst is O.[Cu]I. The product is [I:31][C:2]1[CH:14]=[CH:13][C:12]2[C:11]3[C:6](=[CH:7][CH:8]=[CH:9][CH:10]=3)[N:5]([C:15]3[CH:20]=[CH:19][CH:18]=[CH:17][N:16]=3)[C:4]=2[CH:3]=1. The yield is 0.830.